Task: Regression. Given two drug SMILES strings and cell line genomic features, predict the synergy score measuring deviation from expected non-interaction effect.. Dataset: NCI-60 drug combinations with 297,098 pairs across 59 cell lines (1) Drug 1: CCC(=C(C1=CC=CC=C1)C2=CC=C(C=C2)OCCN(C)C)C3=CC=CC=C3.C(C(=O)O)C(CC(=O)O)(C(=O)O)O. Drug 2: COC1=C2C(=CC3=C1OC=C3)C=CC(=O)O2. Cell line: UACC-257. Synergy scores: CSS=16.1, Synergy_ZIP=-0.547, Synergy_Bliss=2.72, Synergy_Loewe=-0.677, Synergy_HSA=1.48. (2) Drug 1: CC(C1=C(C=CC(=C1Cl)F)Cl)OC2=C(N=CC(=C2)C3=CN(N=C3)C4CCNCC4)N. Drug 2: CC12CCC3C(C1CCC2=O)CC(=C)C4=CC(=O)C=CC34C. Cell line: TK-10. Synergy scores: CSS=39.5, Synergy_ZIP=0.667, Synergy_Bliss=-0.372, Synergy_Loewe=-0.875, Synergy_HSA=-0.508. (3) Drug 1: CC1=C2C(C(=O)C3(C(CC4C(C3C(C(C2(C)C)(CC1OC(=O)C(C(C5=CC=CC=C5)NC(=O)C6=CC=CC=C6)O)O)OC(=O)C7=CC=CC=C7)(CO4)OC(=O)C)O)C)OC(=O)C. Drug 2: CC=C1C(=O)NC(C(=O)OC2CC(=O)NC(C(=O)NC(CSSCCC=C2)C(=O)N1)C(C)C)C(C)C. Cell line: UO-31. Synergy scores: CSS=3.44, Synergy_ZIP=-1.34, Synergy_Bliss=-1.21, Synergy_Loewe=2.74, Synergy_HSA=-0.224.